Dataset: Full USPTO retrosynthesis dataset with 1.9M reactions from patents (1976-2016). Task: Predict the reactants needed to synthesize the given product. Given the product [F:19][C:20]1[CH:25]=[CH:24][CH:23]=[CH:22][C:21]=1[C:26]#[C:27][C:2]1[CH:3]=[N:4][C:5]2[N:6]([N:8]=[C:9]([C:11]([N:13]3[CH2:18][CH2:17][CH2:16][CH2:15][CH2:14]3)=[O:12])[N:10]=2)[CH:7]=1, predict the reactants needed to synthesize it. The reactants are: Br[C:2]1[CH:3]=[N:4][C:5]2[N:6]([N:8]=[C:9]([C:11]([N:13]3[CH2:18][CH2:17][CH2:16][CH2:15][CH2:14]3)=[O:12])[N:10]=2)[CH:7]=1.[F:19][C:20]1[CH:25]=[CH:24][CH:23]=[CH:22][C:21]=1[C:26]#[CH:27].